This data is from Forward reaction prediction with 1.9M reactions from USPTO patents (1976-2016). The task is: Predict the product of the given reaction. (1) The product is: [I:15][C:2]1[CH:3]=[CH:4][C:5]([CH3:13])=[C:6]([CH:12]=1)[C:7]([O:9][CH2:10][CH3:11])=[O:8]. Given the reactants Br[C:2]1[CH:3]=[CH:4][C:5]([CH3:13])=[C:6]([CH:12]=1)[C:7]([O:9][CH2:10][CH3:11])=[O:8].[Na+].[I-:15], predict the reaction product. (2) Given the reactants [C-]#[N:2].C([Al+][CH2:6][CH3:7])C.[C:8]([CH:11]([CH:13]([C:15]([O-:17])=O)O)O)([O-])=O.[K+].[Na+].[CH:20]1[CH:25]=[CH:24][CH:23]=[CH:22][CH:21]=1, predict the reaction product. The product is: [O:17]=[C:15]1[C@@H:13]2[C@@:22]([CH:6]=[CH2:7])([CH2:23][CH2:24][CH2:25][C@H:11]2[C:8]#[N:2])[CH2:21][CH2:20]1.